Dataset: Catalyst prediction with 721,799 reactions and 888 catalyst types from USPTO. Task: Predict which catalyst facilitates the given reaction. The catalyst class is: 1. Product: [CH:1]1([C:4]2[O:8][N:7]=[C:6]([C:9]3[C:10]([Cl:16])=[CH:11][CH:12]=[CH:13][C:14]=3[Cl:15])[C:5]=2[CH2:17][OH:18])[CH2:3][CH2:2]1. Reactant: [CH:1]1([C:4]2[O:8][N:7]=[C:6]([C:9]3[C:14]([Cl:15])=[CH:13][CH:12]=[CH:11][C:10]=3[Cl:16])[C:5]=2[C:17](OCC)=[O:18])[CH2:3][CH2:2]1.[H-].C([Al+]CC(C)C)C(C)C.